From a dataset of Forward reaction prediction with 1.9M reactions from USPTO patents (1976-2016). Predict the product of the given reaction. (1) Given the reactants [F:1][C:2]1[CH:27]=[CH:26][CH:25]=[CH:24][C:3]=1[O:4][C:5]1[N:6]=[CH:7][C:8]2[N:13]=[C:12]([C:14]3[CH:19]=[C:18]([CH3:20])[C:17]([O:21]C)=[C:16]([CH3:23])[CH:15]=3)[O:11][C:9]=2[N:10]=1.B(Br)(Br)Br.C(=O)([O-])O.[Na+], predict the reaction product. The product is: [F:1][C:2]1[CH:27]=[CH:26][CH:25]=[CH:24][C:3]=1[O:4][C:5]1[N:6]=[CH:7][C:8]2[N:13]=[C:12]([C:14]3[CH:15]=[C:16]([CH3:23])[C:17]([OH:21])=[C:18]([CH3:20])[CH:19]=3)[O:11][C:9]=2[N:10]=1. (2) Given the reactants [Br:1][C:2]1[CH:10]=[C:9]2[C:5]([CH2:6][C:7](=[O:11])[NH:8]2)=[CH:4][C:3]=1[C:12]([OH:14])=O.[H-].[Na+].Cl[C:18]1[C:27]2[C:22](=[CH:23][C:24]([O:28][CH2:29][CH2:30][CH2:31][N:32]3[CH2:37][CH2:36][O:35][CH2:34][CH2:33]3)=[CH:25][CH:26]=2)[N:21]=[CH:20][N:19]=1.[CH3:38][N:39](C)C=O, predict the reaction product. The product is: [CH3:38][NH:39][C:12]([C:3]1[CH:4]=[C:5]2[C:9](=[CH:10][C:2]=1[Br:1])[NH:8][C:7](=[O:11])[CH:6]2[C:18]1[C:27]2[C:22](=[CH:23][C:24]([O:28][CH2:29][CH2:30][CH2:31][N:32]3[CH2:37][CH2:36][O:35][CH2:34][CH2:33]3)=[CH:25][CH:26]=2)[N:21]=[CH:20][N:19]=1)=[O:14]. (3) The product is: [OH:20][C:14]1[CH:19]=[CH:18][C:17]([C:2](=[O:13])[CH2:3][CH2:4][CH2:5][CH2:6][CH2:7][CH2:8][CH2:9][CH2:10][C:11]([OH:1])=[O:12])=[CH:16][CH:15]=1. Given the reactants [O:1]1[C:11](=[O:12])[CH2:10][CH2:9][CH2:8][CH2:7][CH2:6][CH2:5][CH2:4][CH2:3][C:2]1=[O:13].[C:14]1([OH:20])[CH:19]=[CH:18][CH:17]=[CH:16][CH:15]=1.[Cl-].[Cl-].[Cl-].[Al+3], predict the reaction product. (4) Given the reactants [Li+].[OH-:2].C1C[O:6][CH2:5][CH2:4]1.O.C[CH2:10][N:11](CC)CC.[CH2:16]([Cl:18])Cl, predict the reaction product. The product is: [CH2:5]([O:6][C:16]([Cl:18])=[O:2])[CH3:4].[NH3:11].[CH3:10][NH2:11]. (5) Given the reactants NC1C2N=C(C[O:19]CC)N(CCC)C=2C2C=CC(O)=CC=2N=1.[CH2:23]([O:25][CH2:26][C:27]1[N:28]([CH2:50][CH2:51][CH3:52])[C:29]2[C:38]3[CH:37]=[CH:36][C:35]([O:39][CH2:40][CH2:41][N:42]4[CH2:47][CH2:46][O:45][CH2:44][CH2:43]4)=[CH:34][C:33]=3[N:32]=[C:31]([NH2:48])[C:30]=2[N:49]=1)[CH3:24], predict the reaction product. The product is: [CH2:23]([O:25][CH2:26][C:27]1[N:28]([CH2:50][CH2:51][CH3:52])[C:29]2[C:38]3[CH:37]=[CH:36][C:35]([O:39][CH2:40][C:41]([N:42]4[CH2:47][CH2:46][O:45][CH2:44][CH2:43]4)=[O:19])=[CH:34][C:33]=3[N:32]=[C:31]([NH2:48])[C:30]=2[N:49]=1)[CH3:24].